Dataset: CYP2C9 inhibition data for predicting drug metabolism from PubChem BioAssay. Task: Regression/Classification. Given a drug SMILES string, predict its absorption, distribution, metabolism, or excretion properties. Task type varies by dataset: regression for continuous measurements (e.g., permeability, clearance, half-life) or binary classification for categorical outcomes (e.g., BBB penetration, CYP inhibition). Dataset: cyp2c9_veith. (1) The molecule is CCOc1ncccc1C(=O)OCC(=O)Nc1cc(C)ccc1C. The result is 1 (inhibitor). (2) The molecule is O=C(Nc1ccc(Cl)cc1)Nc1nc(-c2sccc2Br)cs1. The result is 0 (non-inhibitor). (3) The drug is COc1ccc(C(=O)NC(=S)NC(C)C)cc1Br. The result is 0 (non-inhibitor). (4) The molecule is C1CNCCN1.C[C@H](CCC(=O)O)[C@H]1CC[C@@H]2[C@@H]3[C@@H](O)C[C@H]4C[C@@H](O)CC[C@@]4(C)[C@@H]3C[C@@H](O)[C@@]12C. The result is 0 (non-inhibitor). (5) The molecule is COc1ccc(C(=O)N2CCC3(CCCN(Cc4ccncc4)C3)CC2)cc1. The result is 1 (inhibitor). (6) The drug is COCC(=O)N1CCC[C@@]2(CCN(C(=O)Nc3ccc(OC)cc3)C2)C1. The result is 0 (non-inhibitor). (7) The result is 0 (non-inhibitor). The compound is O=C(Nc1nnc(-c2ccc(Cl)cc2)o1)Nc1ccccc1Cl.